From a dataset of Reaction yield outcomes from USPTO patents with 853,638 reactions. Predict the reaction yield, written as a fraction of the theoretical maximum amount of product (1.0 means a 100% yield; for example, 0.34 means a 34% yield). (1) The reactants are [NH:1]1[CH2:6][CH2:5][CH2:4][CH2:3][CH:2]1[CH2:7][CH2:8][O:9][C:10]1[CH:11]=[C:12]([C:16]2[C:24]3[C:19](=[CH:20][CH:21]=[C:22]([C:25]([NH2:27])=[O:26])[CH:23]=3)[N:18](C3CCCCO3)[N:17]=2)[CH:13]=[CH:14][CH:15]=1. The catalyst is Cl.O1CCOCC1. The product is [NH:1]1[CH2:6][CH2:5][CH2:4][CH2:3][CH:2]1[CH2:7][CH2:8][O:9][C:10]1[CH:11]=[C:12]([C:16]2[C:24]3[C:19](=[CH:20][CH:21]=[C:22]([C:25]([NH2:27])=[O:26])[CH:23]=3)[NH:18][N:17]=2)[CH:13]=[CH:14][CH:15]=1. The yield is 0.130. (2) The reactants are [CH:1]([N:4]1[C:12]2[CH:11]=[C:10]([O:13][CH3:14])[CH:9]=[C:8]([C:15]([OH:17])=[O:16])[C:7]=2[CH:6]=[CH:5]1)([CH3:3])[CH3:2].OS(O)(=O)=O.[CH3:23]O. No catalyst specified. The product is [CH3:23][O:16][C:15]([C:8]1[C:7]2[CH:6]=[CH:5][N:4]([CH:1]([CH3:3])[CH3:2])[C:12]=2[CH:11]=[C:10]([O:13][CH3:14])[CH:9]=1)=[O:17]. The yield is 0.324. (3) The reactants are C(N(CC)CC)C.[CH2:8]([S:10]([CH2:13][CH2:14][CH2:15][OH:16])(=[O:12])=[O:11])[CH3:9].[C:17]1([CH3:27])[CH:22]=[CH:21][C:20]([S:23](Cl)(=[O:25])=[O:24])=[CH:19][CH:18]=1. The catalyst is C(Cl)Cl. The product is [CH3:27][C:17]1[CH:22]=[CH:21][C:20]([S:23]([O:16][CH2:15][CH2:14][CH2:13][S:10]([CH2:8][CH3:9])(=[O:12])=[O:11])(=[O:25])=[O:24])=[CH:19][CH:18]=1. The yield is 0.650. (4) The reactants are F[C:2]1[CH:12]=[CH:11][C:5]([C:6]([O:8][CH2:9][CH3:10])=[O:7])=[CH:4][CH:3]=1.[CH:13]([N:16]1[CH2:22][CH2:21][CH2:20][NH:19][CH2:18][CH2:17]1)([CH3:15])[CH3:14]. The catalyst is CS(C)=O.O. The product is [CH:13]([N:16]1[CH2:22][CH2:21][CH2:20][N:19]([C:2]2[CH:12]=[CH:11][C:5]([C:6]([O:8][CH2:9][CH3:10])=[O:7])=[CH:4][CH:3]=2)[CH2:18][CH2:17]1)([CH3:15])[CH3:14]. The yield is 0.365. (5) The reactants are [CH3:1][C:2]1[S:6][C:5]([NH2:7])=[N:4][CH:3]=1.[C:8]1(=O)[O:13][C:11](=[O:12])[C:10]2=[CH:14][CH:15]=[CH:16][CH:17]=[C:9]12.C(Cl)Cl.CO. The catalyst is O1CCOCC1. The product is [CH3:1][C:2]1[S:6][C:5]([N:7]2[C:11](=[O:12])[C:10]3[C:9](=[CH:17][CH:16]=[CH:15][CH:14]=3)[C:8]2=[O:13])=[N:4][CH:3]=1. The yield is 0.560. (6) The product is [CH3:8][O:7][CH2:5][C:4](=[O:3])[CH2:10][C:11](=[O:12])[CH3:13]. The catalyst is C1(C)C=CC=CC=1. The yield is 0.369. The reactants are [Na].C[O:3][CH2:4][C:5]([O:7][CH2:8]C)=O.[CH3:10][C:11]([CH3:13])=[O:12].COC(C)(C)C. (7) The reactants are [N:1]1[C:10]2[C:5](=[CH:6][CH:7]=[C:8]([OH:11])[CH:9]=2)[CH:4]=[CH:3][CH:2]=1.[C:12]([O-])([O-])=O.[Cs+].[Cs+].IC.O. The catalyst is CN(C=O)C. The product is [CH3:12][O:11][C:8]1[CH:9]=[C:10]2[C:5]([CH:4]=[CH:3][CH:2]=[N:1]2)=[CH:6][CH:7]=1. The yield is 0.250. (8) No catalyst specified. The product is [CH3:1][C:2]1[C:6]([CH2:7][N:8]2[CH:12]=[C:11]([N:13]3[C:17](=[O:18])[CH2:16][N:15]([CH2:19][C:20]4[CH:25]=[CH:24][CH:23]=[CH:22][C:21]=4[O:26][CH2:32][CH2:31][O:30][CH3:29])[C:14]3=[O:27])[CH:10]=[N:9]2)=[C:5]([CH3:28])[O:4][N:3]=1. The yield is 0.190. The reactants are [CH3:1][C:2]1[C:6]([CH2:7][N:8]2[CH:12]=[C:11]([N:13]3[C:17](=[O:18])[CH2:16][N:15]([CH2:19][C:20]4[CH:25]=[CH:24][CH:23]=[CH:22][C:21]=4[OH:26])[C:14]3=[O:27])[CH:10]=[N:9]2)=[C:5]([CH3:28])[O:4][N:3]=1.[CH3:29][O:30][CH2:31][CH2:32]Br.